This data is from Reaction yield outcomes from USPTO patents with 853,638 reactions. The task is: Predict the reaction yield, written as a fraction of the theoretical maximum amount of product (1.0 means a 100% yield; for example, 0.34 means a 34% yield). (1) The reactants are [H-].[Na+].[CH2:3](Br)[C:4]1[CH:9]=[CH:8][CH:7]=[CH:6][CH:5]=1.C([O:14][CH2:15][CH3:16])(=O)C. The product is [CH3:3][C:4]([CH3:9])([CH:5]=[CH2:6])[CH2:16][CH2:15][O:14][CH2:3][C:4]1[CH:9]=[CH:8][CH:7]=[CH:6][CH:5]=1. No catalyst specified. The yield is 0.680. (2) The reactants are CNC.[CH3:4][N:5]([CH:7]=[O:8])[CH3:6].[F:9][C:10]1[CH:29]=[CH:28][C:13]([O:14][CH2:15][CH2:16][CH2:17][NH:18]C(=O)OC2C=CC=CC=2)=[C:12]([N+:30]([O-:32])=[O:31])[CH:11]=1. The catalyst is O. The product is [F:9][C:10]1[CH:29]=[CH:28][C:13]([O:14][CH2:15][CH2:16][CH2:17][NH:18][C:7](=[O:8])[N:5]([CH3:6])[CH3:4])=[C:12]([N+:30]([O-:32])=[O:31])[CH:11]=1. The yield is 0.820.